This data is from Catalyst prediction with 721,799 reactions and 888 catalyst types from USPTO. The task is: Predict which catalyst facilitates the given reaction. (1) Reactant: [Cl:1][C:2]1[CH:3]=[C:4]([C:8]2[O:12][N:11]=[C:10]([CH:13]([OH:15])[CH3:14])[N:9]=2)[CH:5]=[CH:6][CH:7]=1.C(N(CC)CC)C.[CH3:23][S:24](Cl)(=[O:26])=[O:25]. Product: [Cl:1][C:2]1[CH:3]=[C:4]([C:8]2[O:12][N:11]=[C:10]([CH:13]([O:15][S:24]([CH3:23])(=[O:26])=[O:25])[CH3:14])[N:9]=2)[CH:5]=[CH:6][CH:7]=1. The catalyst class is: 4. (2) Product: [CH2:1]([NH:4][C:5](=[O:14])[C:6]1[CH:11]=[CH:10][C:9]([N:12]2[C:20]([CH3:21])=[CH:19][CH:15]=[C:16]2[CH3:18])=[CH:8][C:7]=1[Br:13])[CH:2]=[CH2:3]. The catalyst class is: 13. Reactant: [CH2:1]([NH:4][C:5](=[O:14])[C:6]1[CH:11]=[CH:10][C:9]([NH2:12])=[CH:8][C:7]=1[Br:13])[CH:2]=[CH2:3].[CH2:15]([CH2:19][C:20](=O)[CH3:21])[C:16]([CH3:18])=O.C1(C)C=CC(S(O)(=O)=O)=CC=1.O. (3) Reactant: [CH2:1]([N:8]1[CH2:16][C@H:15]2[C@:10]([CH3:22])([CH2:11][CH2:12][C:13]3[C:20](Br)=[CH:19][CH:18]=[CH:17][C:14]=32)[CH2:9]1)[C:2]1[CH:7]=[CH:6][CH:5]=[CH:4][CH:3]=1.C([Li])CCC.CN(C)[CH:30]=[O:31]. Product: [CH2:1]([N:8]1[CH2:16][C@H:15]2[C@:10]([CH3:22])([CH2:11][CH2:12][C:13]3[C:20]([CH:30]=[O:31])=[CH:19][CH:18]=[CH:17][C:14]=32)[CH2:9]1)[C:2]1[CH:7]=[CH:6][CH:5]=[CH:4][CH:3]=1. The catalyst class is: 1. (4) Reactant: [N+:1]([C:4]1[CH:5]=[C:6]2[C:10](=[CH:11][CH:12]=1)[NH:9][N:8]=[C:7]2[NH:13][C:14]1[S:15][CH:16]=[CH:17][N:18]=1)([O-])=O.Cl. Product: [S:15]1[CH:16]=[CH:17][N:18]=[C:14]1[NH:13][C:7]1[C:6]2[C:10](=[CH:11][CH:12]=[C:4]([NH2:1])[CH:5]=2)[NH:9][N:8]=1. The catalyst class is: 24. (5) Reactant: [CH2:1]([N:3]([CH:30]1[CH2:35][CH2:34][O:33][CH2:32][CH2:31]1)[C:4]1[CH:5]=[C:6]([C:15]#[C:16][CH:17]2[CH2:22][CH2:21][N:20]([C:23]([O:25][C:26]([CH3:29])([CH3:28])[CH3:27])=[O:24])[CH2:19][CH2:18]2)[CH:7]=[C:8]([C:11]([O:13]C)=[O:12])[C:9]=1[CH3:10])[CH3:2].[OH-].[Na+]. Product: [C:26]([O:25][C:23]([N:20]1[CH2:21][CH2:22][CH:17]([C:16]#[C:15][C:6]2[CH:5]=[C:4]([N:3]([CH2:1][CH3:2])[CH:30]3[CH2:35][CH2:34][O:33][CH2:32][CH2:31]3)[C:9]([CH3:10])=[C:8]([CH:7]=2)[C:11]([OH:13])=[O:12])[CH2:18][CH2:19]1)=[O:24])([CH3:28])([CH3:29])[CH3:27]. The catalyst class is: 40.